This data is from NCI-60 drug combinations with 297,098 pairs across 59 cell lines. The task is: Regression. Given two drug SMILES strings and cell line genomic features, predict the synergy score measuring deviation from expected non-interaction effect. (1) Drug 1: CC1C(C(CC(O1)OC2CC(OC(C2O)C)OC3=CC4=CC5=C(C(=O)C(C(C5)C(C(=O)C(C(C)O)O)OC)OC6CC(C(C(O6)C)O)OC7CC(C(C(O7)C)O)OC8CC(C(C(O8)C)O)(C)O)C(=C4C(=C3C)O)O)O)O. Drug 2: C1=NC2=C(N1)C(=S)N=CN2. Cell line: HS 578T. Synergy scores: CSS=71.8, Synergy_ZIP=0.260, Synergy_Bliss=1.66, Synergy_Loewe=1.30, Synergy_HSA=2.23. (2) Drug 1: CC(CN1CC(=O)NC(=O)C1)N2CC(=O)NC(=O)C2. Drug 2: CC(C)NC(=O)C1=CC=C(C=C1)CNNC.Cl. Cell line: SF-295. Synergy scores: CSS=28.2, Synergy_ZIP=-8.50, Synergy_Bliss=-0.612, Synergy_Loewe=-3.28, Synergy_HSA=-0.446. (3) Drug 1: C1CCN(CC1)CCOC2=CC=C(C=C2)C(=O)C3=C(SC4=C3C=CC(=C4)O)C5=CC=C(C=C5)O. Drug 2: CC1CCC2CC(C(=CC=CC=CC(CC(C(=O)C(C(C(=CC(C(=O)CC(OC(=O)C3CCCCN3C(=O)C(=O)C1(O2)O)C(C)CC4CCC(C(C4)OC)OCCO)C)C)O)OC)C)C)C)OC. Cell line: ACHN. Synergy scores: CSS=23.9, Synergy_ZIP=-2.45, Synergy_Bliss=2.11, Synergy_Loewe=-8.46, Synergy_HSA=0.603. (4) Drug 2: C(=O)(N)NO. Cell line: 786-0. Drug 1: CCCS(=O)(=O)NC1=C(C(=C(C=C1)F)C(=O)C2=CNC3=C2C=C(C=N3)C4=CC=C(C=C4)Cl)F. Synergy scores: CSS=15.5, Synergy_ZIP=0.181, Synergy_Bliss=5.19, Synergy_Loewe=6.26, Synergy_HSA=6.12.